Dataset: Forward reaction prediction with 1.9M reactions from USPTO patents (1976-2016). Task: Predict the product of the given reaction. (1) The product is: [C:2]([C:5]1[CH:10]([CH2:11][CH:12]2[C:23](=[O:24])[C:22]3[C:14](=[CH:15][C:16]4[O:20][CH2:19][O:18][C:17]=4[CH:21]=3)[CH2:13]2)[CH:9]=[CH:8][N:7]([CH2:25][C:26]2[CH:31]=[CH:30][CH:29]=[CH:28][C:27]=2[CH3:32])[CH:6]=1)(=[O:4])[CH3:3]. Given the reactants [Br-].[C:2]([C:5]1[CH:6]=[N+:7]([CH2:25][C:26]2[CH:31]=[CH:30][CH:29]=[CH:28][C:27]=2[CH3:32])[CH:8]=[CH:9][C:10]=1[CH2:11][CH:12]1[C:23](=[O:24])[C:22]2[C:14](=[CH:15][C:16]3[O:20][CH2:19][O:18][C:17]=3[CH:21]=2)[CH2:13]1)(=[O:4])[CH3:3].C1C(C(N)=O)=CN(CC2C=CC=CC=2)C=C1, predict the reaction product. (2) Given the reactants Br[C:2]1[CH:3]=[C:4]([C@H:8]([C:16]2[CH:21]=[CH:20][CH:19]=[CH:18][CH:17]=2)[NH:9][S@:10]([C:12]([CH3:15])([CH3:14])[CH3:13])=[O:11])[CH:5]=[CH:6][CH:7]=1.BrC1C=C([C@H](CC2C=CC=CC=2)C(C)(S(N)=O)C)C=CC=1.[CH3:43][PH:44]([O-])([O-:48])[O:45][CH2:46][CH3:47].CCN(CC)CC, predict the reaction product. The product is: [CH3:13][C:12]([CH3:15])([S@@:10]([NH:9][C@@H:8]([C:16]1[CH:21]=[CH:20][CH:19]=[CH:18][CH:17]=1)[C:4]1[CH:3]=[C:2]([P:44]([CH3:43])(=[O:48])[O:45][CH2:46][CH3:47])[CH:7]=[CH:6][CH:5]=1)=[O:11])[CH3:14].